From a dataset of Full USPTO retrosynthesis dataset with 1.9M reactions from patents (1976-2016). Predict the reactants needed to synthesize the given product. (1) Given the product [C:1]1([S:7]([N:10]2[C:14]3=[N:15][CH:16]=[C:17]([N+:20]([O-:22])=[O:21])[C:18]([NH:36][C@H:33]4[CH2:34][CH2:35][N:30]([CH2:23][C:24]5[CH:29]=[CH:28][CH:27]=[CH:26][CH:25]=5)[C@@H:31]([CH3:37])[CH2:32]4)=[C:13]3[CH:12]=[CH:11]2)(=[O:9])=[O:8])[CH:6]=[CH:5][CH:4]=[CH:3][CH:2]=1.[C:1]1([S:7]([N:10]2[C:14]3=[N:15][CH:16]=[C:17]([N+:20]([O-:22])=[O:21])[C:18]([NH:36][C@@H:33]4[CH2:34][CH2:35][N:30]([CH2:23][C:24]5[CH:29]=[CH:28][CH:27]=[CH:26][CH:25]=5)[C@@H:31]([CH3:37])[CH2:32]4)=[C:13]3[CH:12]=[CH:11]2)(=[O:9])=[O:8])[CH:6]=[CH:5][CH:4]=[CH:3][CH:2]=1, predict the reactants needed to synthesize it. The reactants are: [C:1]1([S:7]([N:10]2[C:14]3=[N:15][CH:16]=[C:17]([N+:20]([O-:22])=[O:21])[C:18](Cl)=[C:13]3[CH:12]=[CH:11]2)(=[O:9])=[O:8])[CH:6]=[CH:5][CH:4]=[CH:3][CH:2]=1.[CH2:23]([N:30]1[CH2:35][CH2:34][CH:33]([NH2:36])[CH2:32][CH:31]1[CH3:37])[C:24]1[CH:29]=[CH:28][CH:27]=[CH:26][CH:25]=1.C(N(C(C)C)CC)(C)C. (2) Given the product [CH2:1]([O:8][C:9](=[O:31])[NH:10][C@H:11]1[C@@H:12]([CH2:27][CH:28]=[O:29])[N:13]([CH2:16][C:17]2[CH:22]=[CH:21][C:20]([O:23][CH3:24])=[CH:19][C:18]=2[O:25][CH3:26])[C:14]1=[O:15])[C:2]1[CH:7]=[CH:6][CH:5]=[CH:4][CH:3]=1, predict the reactants needed to synthesize it. The reactants are: [CH2:1]([O:8][C:9](=[O:31])[NH:10][C@@H:11]1[C:14](=[O:15])[N:13]([CH2:16][C:17]2[CH:22]=[CH:21][C:20]([O:23][CH3:24])=[CH:19][C:18]=2[O:25][CH3:26])[C@@H:12]1/[CH:27]=[CH:28]/[O:29]C)[C:2]1[CH:7]=[CH:6][CH:5]=[CH:4][CH:3]=1.Cl. (3) The reactants are: [C:1]([C:4]1[CH:13]=[N:12][C:11]2[N:10]([CH2:14][C:15]3[CH:20]=[CH:19][C:18]([O:21][CH3:22])=[CH:17][CH:16]=3)[C:9](=[O:23])[N:8]3[N:24]=[CH:25][N:26]=[C:7]3[C:6]=2[CH:5]=1)(=[O:3])C.C1COCC1.C[Si](C)(C)[C:34]([F:37])([F:36])[F:35].[F-].C([N+](CCCC)(CCCC)CCCC)CCC. Given the product [CH3:22][O:21][C:18]1[CH:17]=[CH:16][C:15]([CH2:14][N:10]2[C:11]3[N:12]=[CH:13][C:4]([CH:1]([OH:3])[C:34]([F:37])([F:36])[F:35])=[CH:5][C:6]=3[C:7]3=[N:26][CH:25]=[N:24][N:8]3[C:9]2=[O:23])=[CH:20][CH:19]=1, predict the reactants needed to synthesize it. (4) Given the product [O:24]=[C:15]1[C:16]2[C:21](=[CH:20][CH:19]=[CH:18][CH:17]=2)[C:22](=[O:23])[N:14]1[CH2:13][CH2:12][C:11]1([CH2:10][OH:9])[CH2:1][CH2:25]1, predict the reactants needed to synthesize it. The reactants are: [CH2:1]([Zn]CC)C.ClCI.[OH:9][CH2:10][C:11](=[CH2:25])[CH2:12][CH2:13][N:14]1[C:22](=[O:23])[C:21]2[C:16](=[CH:17][CH:18]=[CH:19][CH:20]=2)[C:15]1=[O:24].[NH4+].[Cl-]. (5) Given the product [Br:11][CH2:9][C:8]([C:3]1[CH:4]=[CH:5][CH:6]=[CH:7][C:2]=1[Br:1])=[O:10], predict the reactants needed to synthesize it. The reactants are: [Br:1][C:2]1[CH:7]=[CH:6][CH:5]=[CH:4][C:3]=1[C:8](=[O:10])[CH3:9].[Br:11]CC(C1C=C(Cl)C=CC=1Cl)=O. (6) Given the product [CH3:15][C:12]1[CH:13]=[CH:14][C:9]([C:7]2[N:8]=[C:3]([CH2:2][N:28]3[CH:32]=[N:31][N:30]=[N:29]3)[C:4]([C:23]([O:25][CH2:26][CH3:27])=[O:24])=[N:5][C:6]=2[C:16]2[CH:21]=[CH:20][C:19]([CH3:22])=[CH:18][CH:17]=2)=[CH:10][CH:11]=1, predict the reactants needed to synthesize it. The reactants are: O[CH2:2][C:3]1[C:4]([C:23]([O:25][CH2:26][CH3:27])=[O:24])=[N:5][C:6]([C:16]2[CH:21]=[CH:20][C:19]([CH3:22])=[CH:18][CH:17]=2)=[C:7]([C:9]2[CH:14]=[CH:13][C:12]([CH3:15])=[CH:11][CH:10]=2)[N:8]=1.[NH:28]1[CH:32]=[N:31][N:30]=[N:29]1.C1(P(C2C=CC=CC=2)C2C=CC=CC=2)C=CC=CC=1.N(C(OCC)=O)=NC(OCC)=O. (7) The reactants are: [CH2:1]([O:3][C:4]1[CH:12]=[CH:11][C:7]([C:8]([OH:10])=O)=[CH:6][N:5]=1)[CH3:2].C1N=CN(C(N2C=NC=C2)=O)C=1.CN(C)C=O.CS(O)(=O)=O.[NH2:35][CH2:36][C:37]1[CH:38]=[C:39]2[C:43](=[CH:44][CH:45]=1)[C:42](=[O:46])[N:41]([CH:47]1[CH2:52][CH2:51][C:50](=[O:53])[NH:49][C:48]1=[O:54])[C:40]2=[O:55]. Given the product [O:54]=[C:48]1[CH:47]([N:41]2[C:40](=[O:55])[C:39]3[C:43](=[CH:44][CH:45]=[C:37]([CH2:36][NH:35][C:8](=[O:10])[C:7]4[CH:11]=[CH:12][C:4]([O:3][CH2:1][CH3:2])=[N:5][CH:6]=4)[CH:38]=3)[C:42]2=[O:46])[CH2:52][CH2:51][C:50](=[O:53])[NH:49]1, predict the reactants needed to synthesize it. (8) Given the product [NH2:1][C:2]1[C:3]2[S:10][CH:9]=[C:8]([C:11]([NH:13][C:14]3[CH:15]=[C:16]([C:17](=[O:19])[NH:39][C:36]4[CH:37]=[CH:38][C:33]([CH2:32][N:29]5[CH2:28][CH2:27][N:26]([CH2:24][CH3:25])[CH2:31][CH2:30]5)=[C:34]([C:40]([F:43])([F:42])[F:41])[CH:35]=4)[CH:20]=[CH:21][C:22]=3[CH3:23])=[O:12])[C:4]=2[N:5]=[CH:6][N:7]=1, predict the reactants needed to synthesize it. The reactants are: [NH2:1][C:2]1[C:3]2[S:10][CH:9]=[C:8]([C:11]([NH:13][C:14]3[CH:15]=[C:16]([CH:20]=[CH:21][C:22]=3[CH3:23])[C:17]([OH:19])=O)=[O:12])[C:4]=2[N:5]=[CH:6][N:7]=1.[CH2:24]([N:26]1[CH2:31][CH2:30][N:29]([CH2:32][C:33]2[CH:38]=[CH:37][C:36]([NH2:39])=[CH:35][C:34]=2[C:40]([F:43])([F:42])[F:41])[CH2:28][CH2:27]1)[CH3:25]. (9) Given the product [OH:13][CH2:2][CH:1]=[C:4]1[CH:9]=[CH:8][C:7]([Br:10])=[CH:6][NH:5]1, predict the reactants needed to synthesize it. The reactants are: [C:1]([C:4]1[CH:9]=[CH:8][C:7]([Br:10])=[CH:6][N:5]=1)(=O)[CH3:2].[BH4-].[Na+].[OH2:13].